Dataset: Full USPTO retrosynthesis dataset with 1.9M reactions from patents (1976-2016). Task: Predict the reactants needed to synthesize the given product. Given the product [CH3:2][O:3][C:4]([C:6]1[N:7]([CH2:24][CH:25]2[CH2:30][CH2:29][N:28]([C:38](=[O:44])[CH2:39][CH2:40][C:41]([OH:43])=[O:42])[CH2:27][CH2:26]2)[C:8](=[O:23])[C:9]2[C:14]([C:15]=1[C:16]1[CH:21]=[CH:20][CH:19]=[CH:18][CH:17]=1)=[CH:13][C:12]([Br:22])=[CH:11][CH:10]=2)=[O:5], predict the reactants needed to synthesize it. The reactants are: Cl.[CH3:2][O:3][C:4]([C:6]1[N:7]([CH2:24][CH:25]2[CH2:30][CH2:29][NH:28][CH2:27][CH2:26]2)[C:8](=[O:23])[C:9]2[C:14]([C:15]=1[C:16]1[CH:21]=[CH:20][CH:19]=[CH:18][CH:17]=1)=[CH:13][C:12]([Br:22])=[CH:11][CH:10]=2)=[O:5].C(N(CC)CC)C.[C:38]1(=[O:44])[O:43][C:41](=[O:42])[CH2:40][CH2:39]1.